From a dataset of Full USPTO retrosynthesis dataset with 1.9M reactions from patents (1976-2016). Predict the reactants needed to synthesize the given product. The reactants are: [CH2:1]([OH:3])[CH3:2].[C:4]([O:23][CH2:24][CH:25]([CH2:27][OH:28])[OH:26])(=[O:22])[CH2:5][CH2:6][CH2:7][CH2:8][CH2:9][CH2:10][CH2:11]/[CH:12]=[CH:13]\[CH2:14][CH2:15][CH2:16][CH2:17][CH2:18][CH2:19][CH2:20][CH3:21]. Given the product [CH2:1]([OH:3])[CH3:2].[OH2:22].[OH:23][CH2:24][CH:25]([CH2:27][OH:28])[OH:26].[C:4]([O:23][CH2:24][CH:25]([CH2:27][OH:28])[OH:26])(=[O:22])[CH2:5][CH2:6][CH2:7][CH2:8][CH2:9][CH2:10][CH2:11]/[CH:12]=[CH:13]\[CH2:14][CH2:15][CH2:16][CH2:17][CH2:18][CH2:19][CH2:20][CH3:21], predict the reactants needed to synthesize it.